This data is from NCI-60 drug combinations with 297,098 pairs across 59 cell lines. The task is: Regression. Given two drug SMILES strings and cell line genomic features, predict the synergy score measuring deviation from expected non-interaction effect. (1) Drug 1: CNC(=O)C1=CC=CC=C1SC2=CC3=C(C=C2)C(=NN3)C=CC4=CC=CC=N4. Drug 2: CC(C)(C#N)C1=CC(=CC(=C1)CN2C=NC=N2)C(C)(C)C#N. Cell line: OVCAR-4. Synergy scores: CSS=-1.48, Synergy_ZIP=-0.673, Synergy_Bliss=-4.98, Synergy_Loewe=-3.24, Synergy_HSA=-5.03. (2) Synergy scores: CSS=17.1, Synergy_ZIP=-7.46, Synergy_Bliss=1.40, Synergy_Loewe=-2.54, Synergy_HSA=1.50. Cell line: SK-MEL-5. Drug 2: CN(CCCl)CCCl.Cl. Drug 1: C1=NC(=NC(=O)N1C2C(C(C(O2)CO)O)O)N. (3) Drug 1: C1=CC(=CC=C1CCCC(=O)O)N(CCCl)CCCl. Drug 2: CC1C(C(CC(O1)OC2CC(CC3=C2C(=C4C(=C3O)C(=O)C5=C(C4=O)C(=CC=C5)OC)O)(C(=O)CO)O)N)O.Cl. Cell line: DU-145. Synergy scores: CSS=34.7, Synergy_ZIP=1.17, Synergy_Bliss=1.97, Synergy_Loewe=-9.13, Synergy_HSA=2.90. (4) Drug 1: CC=C1C(=O)NC(C(=O)OC2CC(=O)NC(C(=O)NC(CSSCCC=C2)C(=O)N1)C(C)C)C(C)C. Drug 2: CC(C)(C#N)C1=CC(=CC(=C1)CN2C=NC=N2)C(C)(C)C#N. Cell line: HOP-62. Synergy scores: CSS=30.3, Synergy_ZIP=-1.43, Synergy_Bliss=-0.760, Synergy_Loewe=-40.1, Synergy_HSA=-1.12. (5) Drug 1: CC(CN1CC(=O)NC(=O)C1)N2CC(=O)NC(=O)C2. Drug 2: C1=CN(C=N1)CC(O)(P(=O)(O)O)P(=O)(O)O. Cell line: IGROV1. Synergy scores: CSS=17.1, Synergy_ZIP=-6.89, Synergy_Bliss=-5.56, Synergy_Loewe=-5.20, Synergy_HSA=-2.99. (6) Synergy scores: CSS=27.8, Synergy_ZIP=3.77, Synergy_Bliss=5.24, Synergy_Loewe=1.29, Synergy_HSA=1.94. Drug 1: CC1CCC2CC(C(=CC=CC=CC(CC(C(=O)C(C(C(=CC(C(=O)CC(OC(=O)C3CCCCN3C(=O)C(=O)C1(O2)O)C(C)CC4CCC(C(C4)OC)O)C)C)O)OC)C)C)C)OC. Drug 2: CCCCC(=O)OCC(=O)C1(CC(C2=C(C1)C(=C3C(=C2O)C(=O)C4=C(C3=O)C=CC=C4OC)O)OC5CC(C(C(O5)C)O)NC(=O)C(F)(F)F)O. Cell line: HOP-62.